From a dataset of Reaction yield outcomes from USPTO patents with 853,638 reactions. Predict the reaction yield, written as a fraction of the theoretical maximum amount of product (1.0 means a 100% yield; for example, 0.34 means a 34% yield). (1) The reactants are [CH2:1]([NH:8][C:9]([CH2:11][CH2:12][C:13]([CH3:18])([CH3:17])[C:14]([OH:16])=[O:15])=[O:10])[C:2]1[CH:7]=[CH:6][CH:5]=[CH:4][CH:3]=1.C[Si]([N-][Si](C)(C)C)(C)C.[Na+].[C:29](O[C:29]([O:31][C:32]([CH3:35])([CH3:34])[CH3:33])=[O:30])([O:31][C:32]([CH3:35])([CH3:34])[CH3:33])=[O:30].[NH4+].[Cl-]. The catalyst is C1COCC1. The product is [CH2:1]([N:8]([C:29]([O:31][C:32]([CH3:35])([CH3:34])[CH3:33])=[O:30])[C:9](=[O:10])[CH2:11][CH2:12][C:13]([CH3:18])([CH3:17])[C:14]([OH:16])=[O:15])[C:2]1[CH:7]=[CH:6][CH:5]=[CH:4][CH:3]=1. The yield is 0.390. (2) The catalyst is O.CN(C)C=O. The yield is 0.270. The product is [CH3:25][N:24]([CH3:26])[CH2:23][CH2:22][CH2:21][O:20][C:17]1[CH:18]=[CH:19][C:14]([S:11]([NH:10][C:7]2[N:8]=[CH:9][C:4]([C:1](=[O:3])[CH2:2][S:43][C:41](=[O:44])[CH3:42])=[CH:5][CH:6]=2)(=[O:13])=[O:12])=[CH:15][CH:16]=1. The reactants are [C:1]([C:4]1[CH:5]=[CH:6][C:7]([NH:10][S:11]([C:14]2[CH:19]=[CH:18][C:17]([O:20][CH2:21][CH2:22][CH2:23][N:24]([CH3:26])[CH3:25])=[CH:16][CH:15]=2)(=[O:13])=[O:12])=[N:8][CH:9]=1)(=[O:3])[CH3:2].Br.C(O)(=O)C.C1CNC(=O)C1.Br[Br-]Br.[C:41]([O-:44])(=[S:43])[CH3:42].[K+].O.O.O.P([O-])([O-])([O-])=O.[K+].[K+].[K+]. (3) The product is [N:7]1[CH:8]=[CH:9][C:4]([C:1]2[CH:2]=[CH:18][C:17](=[O:21])[NH:23][N:24]=2)=[CH:5][CH:6]=1. The reactants are [C:1]([C:4]1[CH:9]=[CH:8][N:7]=[CH:6][CH:5]=1)(=O)[CH3:2].C(=O)([O-])[O-].[K+].[K+].O.[C:17]([OH:21])(=O)[CH:18]=O.O.[NH2:23][NH2:24]. The yield is 0.640. The catalyst is O.C(O)(=O)C. (4) The reactants are [CH3:1][O:2][C:3]1[CH:4]=[C:5]([NH:9][CH:10]=[C:11]2[C:16](=[O:17])OC(C)(C)OC2=O)[CH:6]=[CH:7][CH:8]=1. The catalyst is C1(OC2C=CC=CC=2)C=CC=CC=1. The product is [CH3:1][O:2][C:3]1[CH:4]=[C:5]2[C:6]([C:16]([OH:17])=[CH:11][CH:10]=[N:9]2)=[CH:7][CH:8]=1. The yield is 0.450. (5) The reactants are [Li][CH2:2]CCC.[F:6][C:7]1[CH:8]=[C:9]([CH:12]=[CH:13][C:14]=1[O:15][C:16]1[CH:21]=[CH:20][CH:19]=[C:18]([C:22]([F:25])([F:24])[F:23])[N:17]=1)[CH:10]=O. The catalyst is [Br-].C[P+](C1C=CC=CC=1)(C1C=CC=CC=1)C1C=CC=CC=1.C1COCC1.CC(=O)OCC. The product is [F:6][C:7]1[CH:8]=[C:9]([CH:10]=[CH2:2])[CH:12]=[CH:13][C:14]=1[O:15][C:16]1[CH:21]=[CH:20][CH:19]=[C:18]([C:22]([F:25])([F:24])[F:23])[N:17]=1. The yield is 0.498.